Dataset: Forward reaction prediction with 1.9M reactions from USPTO patents (1976-2016). Task: Predict the product of the given reaction. (1) The product is: [Cl:33][C:7]1[CH:6]=[C:5]([O:18][S:19]([CH3:22])(=[O:21])=[O:20])[CH:4]=[C:3]([O:2][CH3:1])[CH:8]=1. Given the reactants [CH3:1][O:2][C:3]1[CH:4]=[C:5]([O:18][S:19]([CH3:22])(=[O:21])=[O:20])[CH:6]=[C:7](B2OC(C)(C)C(C)(C)O2)[CH:8]=1.N1C=CC=CC=1.CS([Cl:33])(=O)=O, predict the reaction product. (2) Given the reactants C(NC(C)C)(C)C.C([Li])CCC.CCCCCC.[F:19][C:20]1[CH:27]=[CH:26][CH:25]=[CH:24][C:21]=1[C:22]#[N:23].[Li+].CC([N-]C(C)C)C.[CH:36](=[O:41])[CH2:37][CH2:38][CH2:39][CH3:40].[Cl-].[NH4+], predict the reaction product. The product is: [F:19][C:20]1[C:27]([CH:36]([OH:41])[CH2:37][CH2:38][CH2:39][CH3:40])=[CH:26][CH:25]=[CH:24][C:21]=1[C:22]#[N:23]. (3) Given the reactants [NH2:1][C:2]1[C:3]([C:9]([OH:11])=O)=[N:4][C:5]([Br:8])=[CH:6][N:7]=1.O.ON1C2C=CC=CC=2N=N1.[S:23]1[CH:27]=[CH:26][CH:25]=[C:24]1[CH2:28][CH2:29][NH2:30].Cl.CN(C)CCCN=C=NCC, predict the reaction product. The product is: [NH2:1][C:2]1[C:3]([C:9]([NH:30][CH2:29][CH2:28][C:24]2[S:23][CH:27]=[CH:26][CH:25]=2)=[O:11])=[N:4][C:5]([Br:8])=[CH:6][N:7]=1.